This data is from Retrosynthesis with 50K atom-mapped reactions and 10 reaction types from USPTO. The task is: Predict the reactants needed to synthesize the given product. (1) The reactants are: NC1c2ccccc2-c2[nH]c(=O)c3nccn3c21.O=C(Cl)Cc1ccccc1. Given the product O=C(Cc1ccccc1)NC1c2ccccc2-c2[nH]c(=O)c3nccn3c21, predict the reactants needed to synthesize it. (2) The reactants are: CCCCC[C@H]1CC[C@H](c2ncc(OC)cn2)CC1. Given the product CCCCC[C@H]1CC[C@H](c2ncc(O)cn2)CC1, predict the reactants needed to synthesize it. (3) Given the product CCCCCCC(F)COc1ncccn1, predict the reactants needed to synthesize it. The reactants are: CCCCCC[C@@H](F)CO.Oc1ncccn1. (4) The reactants are: CC(C)(C)OC(=O)C[C@H]1C[C@@H](CCN)OP(Cl)O1.CC(C)C(=O)CC(C(=O)c1ccc(F)cc1)c1ccccc1. Given the product CC(C)c1cc(-c2ccccc2)c(-c2ccc(F)cc2)n1CC[C@@H]1C[C@H](CC(=O)OC(C)(C)C)OP(Cl)O1, predict the reactants needed to synthesize it.